This data is from NCI-60 drug combinations with 297,098 pairs across 59 cell lines. The task is: Regression. Given two drug SMILES strings and cell line genomic features, predict the synergy score measuring deviation from expected non-interaction effect. (1) Drug 1: CCCS(=O)(=O)NC1=C(C(=C(C=C1)F)C(=O)C2=CNC3=C2C=C(C=N3)C4=CC=C(C=C4)Cl)F. Drug 2: C1=CC(=CC=C1C#N)C(C2=CC=C(C=C2)C#N)N3C=NC=N3. Cell line: CCRF-CEM. Synergy scores: CSS=-2.00, Synergy_ZIP=0.753, Synergy_Bliss=0.264, Synergy_Loewe=-1.78, Synergy_HSA=-2.61. (2) Drug 1: CC1=C2C(C(=O)C3(C(CC4C(C3C(C(C2(C)C)(CC1OC(=O)C(C(C5=CC=CC=C5)NC(=O)C6=CC=CC=C6)O)O)OC(=O)C7=CC=CC=C7)(CO4)OC(=O)C)O)C)OC(=O)C. Drug 2: COCCOC1=C(C=C2C(=C1)C(=NC=N2)NC3=CC=CC(=C3)C#C)OCCOC.Cl. Cell line: UACC-257. Synergy scores: CSS=25.1, Synergy_ZIP=-6.67, Synergy_Bliss=0.129, Synergy_Loewe=-16.3, Synergy_HSA=0.277. (3) Drug 1: COC1=CC(=CC(=C1O)OC)C2C3C(COC3=O)C(C4=CC5=C(C=C24)OCO5)OC6C(C(C7C(O6)COC(O7)C8=CC=CS8)O)O. Drug 2: CN(C)N=NC1=C(NC=N1)C(=O)N. Cell line: HT29. Synergy scores: CSS=32.9, Synergy_ZIP=-10.8, Synergy_Bliss=-8.59, Synergy_Loewe=-51.5, Synergy_HSA=-7.98. (4) Drug 1: C1=CC(=CC=C1CCC2=CNC3=C2C(=O)NC(=N3)N)C(=O)NC(CCC(=O)O)C(=O)O. Drug 2: B(C(CC(C)C)NC(=O)C(CC1=CC=CC=C1)NC(=O)C2=NC=CN=C2)(O)O. Cell line: MDA-MB-231. Synergy scores: CSS=7.24, Synergy_ZIP=-5.31, Synergy_Bliss=-1.03, Synergy_Loewe=1.52, Synergy_HSA=0.789. (5) Drug 1: C1CCC(C1)C(CC#N)N2C=C(C=N2)C3=C4C=CNC4=NC=N3. Drug 2: CCC1=C2CN3C(=CC4=C(C3=O)COC(=O)C4(CC)O)C2=NC5=C1C=C(C=C5)O. Cell line: SK-MEL-28. Synergy scores: CSS=11.2, Synergy_ZIP=-1.63, Synergy_Bliss=4.01, Synergy_Loewe=-14.1, Synergy_HSA=-0.391.